From a dataset of Forward reaction prediction with 1.9M reactions from USPTO patents (1976-2016). Predict the product of the given reaction. (1) Given the reactants [NH2:1][CH2:2][CH2:3][NH:4][C:5]1[CH:17]=[CH:16][C:8]([C:9]([O:11][C:12]([CH3:15])([CH3:14])[CH3:13])=[O:10])=[CH:7][CH:6]=1.[CH3:18][N:19]1[CH:23]=[C:22]([S:24](Cl)(=[O:26])=[O:25])[N:21]=[CH:20]1.S(Cl)(Cl)(=O)=O.CCN(C(C)C)C(C)C, predict the reaction product. The product is: [CH3:18][N:19]1[CH:23]=[C:22]([S:24]([NH:1][CH2:2][CH2:3][NH:4][C:5]2[CH:17]=[CH:16][C:8]([C:9]([O:11][C:12]([CH3:13])([CH3:14])[CH3:15])=[O:10])=[CH:7][CH:6]=2)(=[O:26])=[O:25])[N:21]=[CH:20]1. (2) Given the reactants I[C:2]1[CH:7]=[CH:6][C:5]([Br:8])=[CH:4][CH:3]=1.[CH:9]#[C:10][CH2:11][CH2:12][CH2:13][CH2:14][CH2:15][CH2:16][CH2:17][CH3:18].C(OP([O-])OCC)C, predict the reaction product. The product is: [C:9]([C:2]1[CH:7]=[CH:6][C:5]([Br:8])=[CH:4][CH:3]=1)#[C:10][CH2:11][CH2:12][CH2:13][CH2:14][CH2:15][CH2:16][CH2:17][CH3:18]. (3) Given the reactants [F:1][C:2]1([F:10])[CH2:7][CH2:6][CH:5]([CH2:8][OH:9])[CH2:4][CH2:3]1.[C:11]1([CH3:21])[CH:16]=[CH:15][C:14]([S:17](Cl)(=[O:19])=[O:18])=[CH:13][CH:12]=1, predict the reaction product. The product is: [C:11]1([CH3:21])[CH:16]=[CH:15][C:14]([S:17]([O:9][CH2:8][CH:5]2[CH2:6][CH2:7][C:2]([F:10])([F:1])[CH2:3][CH2:4]2)(=[O:19])=[O:18])=[CH:13][CH:12]=1. (4) Given the reactants [F:1][C:2]1[CH:7]=[CH:6][C:5]([C:8]2[CH:9]=[CH:10][C:11]3[N:12]([N:14]=[CH:15][C:16]=3I)[CH:13]=2)=[CH:4][CH:3]=1.[S:18]1[CH:22]=[N:21][N:20]=[C:19]1[NH:23][C:24]1[CH:25]=[C:26](B2OC(C)(C)C(C)(C)O2)[CH:27]=[CH:28][CH:29]=1, predict the reaction product. The product is: [F:1][C:2]1[CH:7]=[CH:6][C:5]([C:8]2[CH:9]=[CH:10][C:11]3[N:12]([N:14]=[CH:15][C:16]=3[C:26]3[CH:25]=[C:24]([NH:23][C:19]4[S:18][CH:22]=[N:21][N:20]=4)[CH:29]=[CH:28][CH:27]=3)[CH:13]=2)=[CH:4][CH:3]=1.